Dataset: Reaction yield outcomes from USPTO patents with 853,638 reactions. Task: Predict the reaction yield, written as a fraction of the theoretical maximum amount of product (1.0 means a 100% yield; for example, 0.34 means a 34% yield). (1) The reactants are CS[C:3]1[S:4][CH2:5][CH2:6][N:7]=1.C(O)(=O)C.[NH2:12][C:13]1[CH:18]=[C:17]([CH3:19])[C:16](/[CH:20]=[CH:21]/[S:22]([N:25]2[CH2:41][CH2:40][C:28]3([C:32](=[O:33])[NH:31][C:30]([CH:34]4[CH2:39][CH2:38][CH2:37][CH2:36][CH2:35]4)=[N:29]3)[CH2:27][CH2:26]2)(=[O:24])=[O:23])=[C:15]([CH3:42])[CH:14]=1. The catalyst is CCO.C(OCC)(=O)C. The product is [CH:34]1([C:30]2[NH:31][C:32](=[O:33])[C:28]3([CH2:27][CH2:26][N:25]([S:22](/[CH:21]=[CH:20]/[C:16]4[C:17]([CH3:19])=[CH:18][C:13]([NH:12][C:3]5[S:4][CH2:5][CH2:6][N:7]=5)=[CH:14][C:15]=4[CH3:42])(=[O:23])=[O:24])[CH2:41][CH2:40]3)[N:29]=2)[CH2:39][CH2:38][CH2:37][CH2:36][CH2:35]1. The yield is 0.520. (2) The reactants are C[O:2][C:3]([C:5]1[CH:6]=[CH:7][C:8]2[N:9]([CH:19]3[CH2:25][CH:24]4[N:26]([CH3:27])[CH:21]([CH2:22][CH2:23]4)[CH2:20]3)[C:10]3[C:15]([O:16][C:17]=2[CH:18]=1)=[CH:14][CH:13]=[CH:12][CH:11]=3)=[O:4].[OH-].[Na+]. The catalyst is C1COCC1. The product is [CH3:27][N:26]1[CH:24]2[CH2:23][CH2:22][CH:21]1[CH2:20][CH:19]([N:9]1[C:8]3[CH:7]=[CH:6][C:5]([C:3]([OH:4])=[O:2])=[CH:18][C:17]=3[O:16][C:15]3[C:10]1=[CH:11][CH:12]=[CH:13][CH:14]=3)[CH2:25]2. The yield is 0.630. (3) The reactants are [CH3:1][CH:2]([CH2:7][CH2:8][CH3:9])[CH:3]([OH:6])[C:4]#[CH:5].N1C=CN=C1.[Si:15](Cl)([C:18]([CH3:21])([CH3:20])[CH3:19])([CH3:17])[CH3:16].[NH4+].[Cl-]. The catalyst is CN(C=O)C.CCOC(C)=O. The product is [C:18]([Si:15]([CH3:17])([CH3:16])[O:6][CH:3]([CH:2]([CH3:1])[CH2:7][CH2:8][CH3:9])[C:4]#[CH:5])([CH3:21])([CH3:20])[CH3:19]. The yield is 0.970. (4) The reactants are [Cl:1][C:2]1[C:3](=[O:9])[NH:4][N:5]=[CH:6][C:7]=1[Cl:8].C(N(CC)C(C)C)(C)C.[CH3:19][O:20][CH2:21]Cl. The catalyst is CN(C)C1C=CN=CC=1.C(Cl)Cl. The product is [Cl:1][C:2]1[C:3](=[O:9])[N:4]([CH2:19][O:20][CH3:21])[N:5]=[CH:6][C:7]=1[Cl:8]. The yield is 0.700. (5) The catalyst is N1C=CC=CC=1. The yield is 0.870. The product is [Si:12]([O:11][CH2:10][C:2]1[NH:3][C:4]2[CH:9]=[CH:8][CH:7]=[CH:6][C:5]=2[N:1]=1)([C:15]([CH3:18])([CH3:17])[CH3:16])([CH3:14])[CH3:13]. The reactants are [NH:1]1[C:5]2[CH:6]=[CH:7][CH:8]=[CH:9][C:4]=2[N:3]=[C:2]1[CH2:10][OH:11].[Si:12](Cl)([C:15]([CH3:18])([CH3:17])[CH3:16])([CH3:14])[CH3:13]. (6) The catalyst is C(Cl)Cl. The yield is 0.370. The reactants are [CH2:1]([C:3]1[CH:4]=[C:5]([C:11]2[CH:12]=[C:13]3[C:17](=[CH:18][CH:19]=2)[C:16](=[O:20])[CH:15]([CH2:21][C:22]([NH:24][CH2:25][C:26]2[CH:31]=[CH:30][CH:29]=[CH:28][N:27]=2)=[O:23])[CH2:14]3)[CH:6]=[CH:7][C:8]=1[O:9]C)[CH3:2].B(Br)(Br)Br.CCOC(C)=O.O. The product is [CH2:1]([C:3]1[CH:4]=[C:5]([C:11]2[CH:12]=[C:13]3[C:17](=[CH:18][CH:19]=2)[C:16](=[O:20])[CH:15]([CH2:21][C:22]([NH:24][CH2:25][C:26]2[CH:31]=[CH:30][CH:29]=[CH:28][N:27]=2)=[O:23])[CH2:14]3)[CH:6]=[CH:7][C:8]=1[OH:9])[CH3:2]. (7) The reactants are [NH2:1][C:2]1[N:6]([C:7]2[CH:8]=[CH:9][C:10]([Cl:14])=[C:11]([OH:13])[CH:12]=2)[N:5]=[C:4]([C:15]([CH3:18])([CH3:17])[CH3:16])[CH:3]=1.[O:19]1[CH2:24][CH2:23][CH2:22][CH2:21][CH:20]1[O:25][CH2:26][CH2:27]O.C1C=CC(P(C2C=CC=CC=2)C2C=CC=CC=2)=CC=1.CCOC(/N=N/C(OCC)=O)=O. The catalyst is C1COCC1.O. The product is [C:15]([C:4]1[CH:3]=[C:2]([NH2:1])[N:6]([C:7]2[CH:8]=[CH:9][C:10]([Cl:14])=[C:11]([O:13][CH2:27][CH2:26][O:25][CH:20]3[CH2:21][CH2:22][CH2:23][CH2:24][O:19]3)[CH:12]=2)[N:5]=1)([CH3:18])([CH3:17])[CH3:16]. The yield is 0.890. (8) The reactants are [C:1]([O:5][C:6]([NH:8][CH2:9][CH2:10][CH:11]([OH:16])[C:12]([O:14][CH3:15])=[O:13])=[O:7])([CH3:4])([CH3:3])[CH3:2].N1C=CN=C1.[CH3:22][C:23]([Si:26](Cl)([CH3:28])[CH3:27])([CH3:25])[CH3:24]. The catalyst is ClCCl. The product is [C:1]([O:5][C:6]([NH:8][CH2:9][CH2:10][CH:11]([O:16][Si:26]([C:23]([CH3:25])([CH3:24])[CH3:22])([CH3:28])[CH3:27])[C:12]([O:14][CH3:15])=[O:13])=[O:7])([CH3:3])([CH3:4])[CH3:2]. The yield is 0.860. (9) The reactants are Cl[C:2]1[CH:3]=[CH:4][C:5]2[N:11]3[CH2:12][C@H:8]([CH2:9][CH2:10]3)[N:7]([C:13]([NH:15][C:16]3[CH:21]=[CH:20][CH:19]=[CH:18][N:17]=3)=[O:14])[C:6]=2[N:22]=1.[F:23][C:24]([F:32])([F:31])[CH:25]1[CH2:30][CH2:29][NH:28][CH2:27][CH2:26]1.C1(P(C2CCCCC2)C2C=CC=CC=2C2C(C(C)C)=CC(C(C)C)=CC=2C(C)C)CCCCC1.C(=O)([O-])[O-].[K+].[K+]. The catalyst is O1CCOCC1.C([O-])(=O)C.[Pd+2].C([O-])(=O)C.C(OCC)(=O)C.O. The product is [N:17]1[CH:18]=[CH:19][CH:20]=[CH:21][C:16]=1[NH:15][C:13]([N:7]1[C@@H:8]2[CH2:12][N:11]([CH2:10][CH2:9]2)[C:5]2[CH:4]=[CH:3][C:2]([N:28]3[CH2:29][CH2:30][CH:25]([C:24]([F:32])([F:31])[F:23])[CH2:26][CH2:27]3)=[N:22][C:6]1=2)=[O:14]. The yield is 0.320.